Dataset: Catalyst prediction with 721,799 reactions and 888 catalyst types from USPTO. Task: Predict which catalyst facilitates the given reaction. (1) Reactant: [CH3:1][C:2]([CH3:32])([O:4][C:5]([NH:7][C@@H:8]([CH2:13][CH2:14][CH2:15][CH:16]1[CH2:21][CH2:20][N:19]([C:22]([O:24][CH2:25][C:26]2[CH:31]=[CH:30][CH:29]=[CH:28][CH:27]=2)=[O:23])[CH2:18][CH2:17]1)[C:9]([O:11]C)=[O:10])=[O:6])[CH3:3].O.[OH-].[Li+]. Product: [CH3:3][C:2]([CH3:32])([O:4][C:5]([NH:7][C@@H:8]([CH2:13][CH2:14][CH2:15][CH:16]1[CH2:21][CH2:20][N:19]([C:22]([O:24][CH2:25][C:26]2[CH:27]=[CH:28][CH:29]=[CH:30][CH:31]=2)=[O:23])[CH2:18][CH2:17]1)[C:9]([OH:11])=[O:10])=[O:6])[CH3:1]. The catalyst class is: 24. (2) Reactant: [C:1]([O:5][C:6]([N:8]([CH3:21])[C@@H:9]1[CH2:13][CH2:12][C@H:11]([C:14]([O:16]/[N:17]=[C:18](/[NH2:20])\[CH3:19])=O)[CH2:10]1)=[O:7])([CH3:4])([CH3:3])[CH3:2].CC([O-])=O.[Na+].O. Product: [C:1]([O:5][C:6](=[O:7])[N:8]([CH3:21])[C@@H:9]1[CH2:13][CH2:12][C@H:11]([C:14]2[O:16][N:17]=[C:18]([CH3:19])[N:20]=2)[CH2:10]1)([CH3:4])([CH3:3])[CH3:2]. The catalyst class is: 8. (3) Reactant: [F:1][C:2]([F:27])([F:26])[C:3]1[N:7]2[N:8]=[C:9]([O:16][CH2:17][C:18]3[N:23]=[C:22]([CH2:24][OH:25])[CH:21]=[CH:20][CH:19]=3)[C:10]3[C:15]([C:6]2=[N:5][N:4]=1)=[CH:14][CH:13]=[CH:12][CH:11]=3.CC(OI1(OC(C)=O)(OC(C)=O)OC(=O)C2C=CC=CC1=2)=O. Product: [F:27][C:2]([F:1])([F:26])[C:3]1[N:7]2[N:8]=[C:9]([O:16][CH2:17][C:18]3[N:23]=[C:22]([CH:24]=[O:25])[CH:21]=[CH:20][CH:19]=3)[C:10]3[C:15]([C:6]2=[N:5][N:4]=1)=[CH:14][CH:13]=[CH:12][CH:11]=3. The catalyst class is: 2. (4) Reactant: [F:1][C:2]1[CH:3]=[C:4]([CH2:9][C:10]([OH:12])=[O:11])[CH:5]=[CH:6][C:7]=1[OH:8].[Si](C=[N+]=[N-])(C)(C)[CH3:14]. Product: [F:1][C:2]1[CH:3]=[C:4]([CH2:9][C:10]([O:12][CH3:14])=[O:11])[CH:5]=[CH:6][C:7]=1[OH:8]. The catalyst class is: 36. (5) Reactant: [C:1]([CH2:3][C:4]([OH:6])=[O:5])#[N:2].[CH2:7](O)[C:8]1[CH:13]=[CH:12][CH:11]=[CH:10][CH:9]=1.CC1C=CC(S(O)(=O)=O)=CC=1. Product: [CH2:7]([O:5][C:4](=[O:6])[CH2:3][C:1]#[N:2])[C:8]1[CH:13]=[CH:12][CH:11]=[CH:10][CH:9]=1. The catalyst class is: 11. (6) Reactant: Cl[C:2]1[C:11]2[C:6](=[CH:7][C:8]([O:14][CH3:15])=[C:9]([O:12][CH3:13])[CH:10]=2)[N:5]=[CH:4][C:3]=1[C:16]([NH2:18])=[O:17].[NH2:19][C:20]1[CH:28]=[CH:27][CH:26]=[CH:25][C:21]=1[C:22]([NH2:24])=[O:23].C(O)(=O)C. Product: [NH2:24][C:22]([C:21]1[CH:25]=[CH:26][CH:27]=[CH:28][C:20]=1[NH:19][C:2]1[C:11]2[C:6](=[CH:7][C:8]([O:14][CH3:15])=[C:9]([O:12][CH3:13])[CH:10]=2)[N:5]=[CH:4][C:3]=1[C:16]([NH2:18])=[O:17])=[O:23]. The catalyst class is: 3. (7) Reactant: [N:1]1(C(OC(C)(C)C)=O)[CH2:6][CH2:5][NH:4][CH2:3][CH2:2]1.[CH3:14][C:15]([CH3:17])=O.C(O)(=O)C.[BH-](OC(C)=O)(OC(C)=O)OC(C)=O.[Na+].C(Cl)[Cl:37]. Product: [ClH:37].[ClH:37].[CH:15]([N:1]1[CH2:6][CH2:5][NH:4][CH2:3][CH2:2]1)([CH3:17])[CH3:14]. The catalyst class is: 74.